This data is from Forward reaction prediction with 1.9M reactions from USPTO patents (1976-2016). The task is: Predict the product of the given reaction. (1) Given the reactants [NH2:1][C:2]1[CH:7]=[CH:6][C:5]([S:8]([NH2:11])(=[O:10])=[O:9])=[CH:4][CH:3]=1.CC(OC(=O)[NH:18][CH2:19][CH2:20][CH2:21][NH:22][C:23]1[C:28]([Br:29])=[CH:27][N:26]=[C:25]([Cl:30])[N:24]=1)(C)C, predict the reaction product. The product is: [ClH:30].[NH2:18][CH2:19][CH2:20][CH2:21][NH:22][C:23]1[C:28]([Br:29])=[CH:27][N:26]=[C:25]([NH:1][C:2]2[CH:7]=[CH:6][C:5]([S:8]([NH2:11])(=[O:9])=[O:10])=[CH:4][CH:3]=2)[N:24]=1. (2) Given the reactants CC1(C)[O:6][CH:5]([CH2:7][NH:8][C:9]([O:11][CH:12]([O:14][C:15](=[O:55])[C:16]2[CH:21]=[CH:20][C:19]([NH:22][C:23]([C@H:25]3[C@H:29]([C:30]4[CH:35]=[CH:34][CH:33]=[C:32]([Cl:36])[C:31]=4[F:37])[C@:28]([C:40]4[CH:45]=[CH:44][C:43]([Cl:46])=[CH:42][C:41]=4[F:47])([C:38]#[N:39])[C@H:27]([CH2:48][C:49]([CH3:52])([CH3:51])[CH3:50])[NH:26]3)=[O:24])=[C:18]([O:53][CH3:54])[CH:17]=2)[CH3:13])=[O:10])[CH2:4][O:3]1.Cl.CCOCC, predict the reaction product. The product is: [OH:6][CH:5]([CH2:4][OH:3])[CH2:7][NH:8][C:9]([O:11][CH:12]([O:14][C:15](=[O:55])[C:16]1[CH:21]=[CH:20][C:19]([NH:22][C:23]([C@H:25]2[C@H:29]([C:30]3[CH:35]=[CH:34][CH:33]=[C:32]([Cl:36])[C:31]=3[F:37])[C@:28]([C:40]3[CH:45]=[CH:44][C:43]([Cl:46])=[CH:42][C:41]=3[F:47])([C:38]#[N:39])[C@H:27]([CH2:48][C:49]([CH3:51])([CH3:50])[CH3:52])[NH:26]2)=[O:24])=[C:18]([O:53][CH3:54])[CH:17]=1)[CH3:13])=[O:10].